From a dataset of Peptide-MHC class I binding affinity with 185,985 pairs from IEDB/IMGT. Regression. Given a peptide amino acid sequence and an MHC pseudo amino acid sequence, predict their binding affinity value. This is MHC class I binding data. (1) The peptide sequence is MIRTWRQNK. The MHC is HLA-A03:01 with pseudo-sequence HLA-A03:01. The binding affinity (normalized) is 0.499. (2) The peptide sequence is IQRRGAQFQ. The MHC is HLA-B58:01 with pseudo-sequence HLA-B58:01. The binding affinity (normalized) is 0.0847.